This data is from Full USPTO retrosynthesis dataset with 1.9M reactions from patents (1976-2016). The task is: Predict the reactants needed to synthesize the given product. (1) The reactants are: [CH2:1]([O:8][C:9]([C@H:11]1[CH2:16][CH2:15][C@@H:14]([N:17]([C:28](=[O:39])[CH2:29][CH2:30][C@H:31]([NH2:38])[CH:32]2[CH2:37][CH2:36][O:35][CH2:34][CH2:33]2)[CH2:18][CH2:19][O:20][CH2:21][C:22]2[CH:27]=[CH:26][CH:25]=[CH:24][CH:23]=2)[CH2:13][CH2:12]1)=[O:10])[C:2]1[CH:7]=[CH:6][CH:5]=[CH:4][CH:3]=1.[N+:40]([C:43]1[C:44]([CH:56]=O)=[CH:45][C:46]([O:49][C:50]2[CH:55]=[CH:54][CH:53]=[CH:52][CH:51]=2)=[N:47][CH:48]=1)([O-:42])=[O:41].[BH-](OC(C)=O)(OC(C)=O)OC(C)=O.[Na+].[OH-].[Na+]. Given the product [CH2:1]([O:8][C:9]([C@H:11]1[CH2:16][CH2:15][C@@H:14]([N:17]([CH2:18][CH2:19][O:20][CH2:21][C:22]2[CH:23]=[CH:24][CH:25]=[CH:26][CH:27]=2)[C:28](=[O:39])[CH2:29][CH2:30][C@H:31]([NH:38][CH2:56][C:44]2[C:43]([N+:40]([O-:42])=[O:41])=[CH:48][N:47]=[C:46]([O:49][C:50]3[CH:51]=[CH:52][CH:53]=[CH:54][CH:55]=3)[CH:45]=2)[CH:32]2[CH2:33][CH2:34][O:35][CH2:36][CH2:37]2)[CH2:13][CH2:12]1)=[O:10])[C:2]1[CH:3]=[CH:4][CH:5]=[CH:6][CH:7]=1, predict the reactants needed to synthesize it. (2) Given the product [N:24]1([C:28]2[O:32][N:31]=[C:30]([C:33]3[CH:38]=[CH:37][C:36]([CH3:39])=[C:35]([NH:40][C:10]([C:3]4[N:4]5[CH:9]=[CH:8][CH:7]=[CH:6][C:5]5=[N:1][CH:2]=4)=[O:12])[CH:34]=3)[N:29]=2)[CH2:27][CH2:26][CH2:25]1, predict the reactants needed to synthesize it. The reactants are: [N:1]1[CH:2]=[C:3]([C:10]([OH:12])=O)[N:4]2[CH:9]=[CH:8][CH:7]=[CH:6][C:5]=12.C(Cl)(=O)C(Cl)=O.CN(C)C=O.[N:24]1([C:28]2[O:32][N:31]=[C:30]([C:33]3[CH:38]=[CH:37][C:36]([CH3:39])=[C:35]([N+:40]([O-])=O)[CH:34]=3)[N:29]=2)[CH2:27][CH2:26][CH2:25]1. (3) Given the product [Br:11][C:9]1[CH:10]=[C:5]([CH2:4][C:3]([O:2][CH3:1])=[O:28])[CH:6]=[C:7]([Br:27])[C:8]=1[O:12][C:13]1[CH:18]=[C:17]([CH:19]([CH3:20])[CH3:21])[C:16]([O:22][CH3:23])=[C:15]([NH2:24])[CH:14]=1, predict the reactants needed to synthesize it. The reactants are: [CH3:1][O:2][C:3](=[O:28])[CH2:4][C:5]1[CH:10]=[C:9]([Br:11])[C:8]([O:12][C:13]2[CH:18]=[C:17]([CH:19]([CH3:21])[CH3:20])[C:16]([O:22][CH3:23])=[C:15]([N+:24]([O-])=O)[CH:14]=2)=[C:7]([Br:27])[CH:6]=1.S(S([O-])=O)([O-])=O.[Na+].[Na+].CCCCCCC.